Task: Predict the reactants needed to synthesize the given product.. Dataset: Full USPTO retrosynthesis dataset with 1.9M reactions from patents (1976-2016) (1) Given the product [Cl:13][C:14]1[CH:15]=[C:16]([N:25]2[C:33]3[C:28](=[CH:29][C:30]([C:35]#[N:36])=[C:31]([F:34])[CH:32]=3)[CH:27]=[CH:37]2)[CH:17]=[N:18][C:19]=1[O:20][CH2:21][CH:22]([CH3:24])[CH3:23], predict the reactants needed to synthesize it. The reactants are: FC1C=C2C(C=CN2)=CC=1C#N.[Cl:13][C:14]1[CH:15]=[C:16]([N:25]2[C:33]3[C:28](=[CH:29][C:30]([C:35]#[N:36])=[C:31]([F:34])[CH:32]=3)[C:27]([CH3:37])=N2)[CH:17]=[N:18][C:19]=1[O:20][CH2:21][CH:22]([CH3:24])[CH3:23].CNCCNC.C([O-])([O-])=O.[K+].[K+]. (2) The reactants are: [CH2:1]([C@@H:8]1[NH:13][CH2:12][CH2:11][N:10]([C:14]2[CH:19]=[CH:18][C:17]([O:20][CH3:21])=[C:16]([O:22][CH:23]3[CH2:27][CH2:26][CH2:25][CH2:24]3)[CH:15]=2)[CH2:9]1)[C:2]1[CH:7]=[CH:6][CH:5]=[CH:4][CH:3]=1.[OH:28][C@@H:29]([CH3:34])[CH2:30][C:31](O)=[O:32].C1CCC(N=C=NC2CCCCC2)CC1. Given the product [CH2:1]([C@H:8]1[CH2:9][N:10]([C:14]2[CH:19]=[CH:18][C:17]([O:20][CH3:21])=[C:16]([O:22][CH:23]3[CH2:27][CH2:26][CH2:25][CH2:24]3)[CH:15]=2)[CH2:11][CH2:12][N:13]1[C:31](=[O:32])[CH2:30][C@@H:29]([OH:28])[CH3:34])[C:2]1[CH:3]=[CH:4][CH:5]=[CH:6][CH:7]=1, predict the reactants needed to synthesize it. (3) Given the product [F:42][C:38]1[CH:37]=[C:36]([C:33]2[CH:34]=[CH:35][C:30]([C:29]([NH:28][C@H:25]3[CH2:24][CH2:23][C@H:22]([NH:21][C:3](=[O:4])[C:2]([OH:1])([CH3:7])[CH3:6])[CH2:27][CH2:26]3)=[O:43])=[CH:31][N:32]=2)[CH:41]=[CH:40][CH:39]=1, predict the reactants needed to synthesize it. The reactants are: [OH:1][C:2]([CH3:7])([CH3:6])[C:3](O)=[O:4].C(N1C=CN=C1)(N1C=CN=C1)=O.Cl.[NH2:21][C@H:22]1[CH2:27][CH2:26][C@H:25]([NH:28][C:29](=[O:43])[C:30]2[CH:35]=[CH:34][C:33]([C:36]3[CH:41]=[CH:40][CH:39]=[C:38]([F:42])[CH:37]=3)=[N:32][CH:31]=2)[CH2:24][CH2:23]1.C(NC(C)C)(C)C. (4) Given the product [Cl:20][C:11]1[CH:12]=[C:13]([CH:18]=[CH:19][C:10]=1[NH:9][C:6]1[CH2:5][CH2:4][C:3](=[O:8])[C:2]=1[CH3:1])[C:14]([O:16][CH3:17])=[O:15].[CH3:13][CH2:14][O:15][C:6]([CH3:2])=[O:7], predict the reactants needed to synthesize it. The reactants are: [CH3:1][CH:2]1[C:6](=[O:7])[CH2:5][CH2:4][C:3]1=[O:8].[NH2:9][C:10]1[CH:19]=[CH:18][C:13]([C:14]([O:16][CH3:17])=[O:15])=[CH:12][C:11]=1[Cl:20]. (5) Given the product [Cl:47][C:40]1[CH:41]=[C:42]([CH:46]=[C:38]([C:7]2[CH:8]=[CH:9][C:10]3[O:14][C:13]([C:15]4[CH:20]=[CH:19][C:18]([F:21])=[CH:17][CH:16]=4)=[C:12]([C:22](=[O:25])[NH:23][CH3:24])[C:11]=3[CH:26]=2)[CH:39]=1)[C:43]([OH:45])=[O:44], predict the reactants needed to synthesize it. The reactants are: FC(F)(F)S(O[C:7]1[CH:8]=[CH:9][C:10]2[O:14][C:13]([C:15]3[CH:20]=[CH:19][C:18]([F:21])=[CH:17][CH:16]=3)=[C:12]([C:22](=[O:25])[NH:23][CH3:24])[C:11]=2[CH:26]=1)(=O)=O.O1CCOCC1.B([C:38]1[CH:39]=[C:40]([Cl:47])[CH:41]=[C:42]([CH:46]=1)[C:43]([OH:45])=[O:44])(O)O.C(=O)([O-])[O-].[Cs+].[Cs+]. (6) Given the product [OH:6][C:1]1[N:10]([C:12]2[CH:13]=[C:14]([CH:18]=[CH:19][CH:20]=2)[C:15]([OH:17])=[O:16])[N:11]=[C:3]([CH3:5])[CH:2]=1, predict the reactants needed to synthesize it. The reactants are: [C:1](OCC)(=[O:6])[CH2:2][C:3]([CH3:5])=O.[NH:10]([C:12]1[CH:13]=[C:14]([CH:18]=[CH:19][CH:20]=1)[C:15]([OH:17])=[O:16])[NH2:11].O. (7) Given the product [CH3:17][O:18][C:19]1[CH:24]=[CH:23][C:22]([C:2]2[CH:7]=[CH:6][N:5]3[C:8](=[O:15])[N:9]([CH2:11][CH:12]([CH3:14])[CH3:13])[N:10]=[C:4]3[C:3]=2[C:19]2[CH:24]=[CH:23][C:22]([O:31][CH3:28])=[CH:21][CH:20]=2)=[CH:21][CH:20]=1, predict the reactants needed to synthesize it. The reactants are: Br[C:2]1[CH:7]=[CH:6][N:5]2[C:8](=[O:15])[N:9]([CH2:11][CH:12]([CH3:14])[CH3:13])[N:10]=[C:4]2[C:3]=1I.[CH3:17][O:18][C:19]1[CH:24]=[CH:23][C:22](B(O)O)=[CH:21][CH:20]=1.[C:28]([O-:31])([O-])=O.[K+].[K+]. (8) Given the product [NH2:8][C:16]1[N:17]=[CH:18][C:19]([C:33]2[CH:34]=[N:35][CH:36]=[CH:37][C:38]=2[C:39]#[N:40])=[N:20][C:21]=1[C:22]1[O:23][C:24]([C:27]2[CH:28]=[CH:29][CH:30]=[CH:31][CH:32]=2)=[N:25][N:26]=1, predict the reactants needed to synthesize it. The reactants are: C(OC([N:8]([C:16]1[C:21]([C:22]2[O:23][C:24]([C:27]3[CH:32]=[CH:31][CH:30]=[CH:29][CH:28]=3)=[N:25][N:26]=2)=[N:20][C:19]([C:33]2[CH:34]=[N:35][CH:36]=[CH:37][C:38]=2[C:39]#[N:40])=[CH:18][N:17]=1)C(=O)OC(C)(C)C)=O)(C)(C)C.C(O)(C(F)(F)F)=O.